From a dataset of Full USPTO retrosynthesis dataset with 1.9M reactions from patents (1976-2016). Predict the reactants needed to synthesize the given product. (1) Given the product [CH2:20]([O:1][C:2]1[CH:3]=[CH:4][C:5]([N+:10]([O-:12])=[O:11])=[C:6]([CH:9]=1)[CH:7]=[O:8])[CH:18]=[CH2:19], predict the reactants needed to synthesize it. The reactants are: [OH:1][C:2]1[CH:3]=[CH:4][C:5]([N+:10]([O-:12])=[O:11])=[C:6]([CH:9]=1)[CH:7]=[O:8].[I-].[Na+].C(N(C(C)C)[CH:18]([CH3:20])[CH3:19])C.C(Br)C=C. (2) The reactants are: [C:1]([C:4]1[CH:9]=[CH:8][C:7]([B:10]([OH:12])[OH:11])=[CH:6][CH:5]=1)([OH:3])=O.[NH2:13][C:14]1[CH:19]=[CH:18][CH:17]=[CH:16][CH:15]=1.C(N(CC)CC)C. Given the product [NH:13]([C:1]([C:4]1[CH:9]=[CH:8][C:7]([B:10]([OH:12])[OH:11])=[CH:6][CH:5]=1)=[O:3])[C:14]1[CH:19]=[CH:18][CH:17]=[CH:16][CH:15]=1, predict the reactants needed to synthesize it. (3) Given the product [CH:1]1([N:6]2[C:15]([C:28]3[CH:33]=[CH:32][CH:31]=[CH:30][CH:29]=3)=[C:14]3[C:8]([CH2:9][C:10]([CH3:27])([CH3:26])[NH:11][C:12]([CH3:25])([CH3:24])[CH2:13]3)=[N:7]2)[CH2:5][CH2:4][CH2:3][CH2:2]1, predict the reactants needed to synthesize it. The reactants are: [CH:1]1([N:6]2[C:15](OS(C(F)(F)F)(=O)=O)=[C:14]3[C:8]([CH2:9][C:10]([CH3:27])([CH3:26])[NH:11][C:12]([CH3:25])([CH3:24])[CH2:13]3)=[N:7]2)[CH2:5][CH2:4][CH2:3][CH2:2]1.[C:28]1(B(O)O)[CH:33]=[CH:32][CH:31]=[CH:30][CH:29]=1. (4) Given the product [CH2:30]([C:25]1[C:24]([C:8]2[CH:9]=[C:10]3[C:5]([C:4]([CH3:20])([CH3:21])[C:3](=[O:22])[N:2]3[CH3:1])=[CH:6][CH:7]=2)=[CH:29][N:28]=[CH:27][N:26]=1)[CH3:31], predict the reactants needed to synthesize it. The reactants are: [CH3:1][N:2]1[C:10]2[C:5](=[CH:6][CH:7]=[C:8](B3OC(C)(C)C(C)(C)O3)[CH:9]=2)[C:4]([CH3:21])([CH3:20])[C:3]1=[O:22].Br[C:24]1[C:25]([CH2:30][CH3:31])=[N:26][CH:27]=[N:28][CH:29]=1.